This data is from Experimentally validated miRNA-target interactions with 360,000+ pairs, plus equal number of negative samples. The task is: Binary Classification. Given a miRNA mature sequence and a target amino acid sequence, predict their likelihood of interaction. (1) The miRNA is hsa-miR-548a-3p with sequence CAAAACUGGCAAUUACUUUUGC. The protein sequence of the target gene is MHPAVFLSLPDLRCSLLLLVTWVFTPVTTEITSLDTENIDEILNNADVALVNFYADWCRFSQMLHPIFEEASDVIKEEFPNENQVVFARVDCDQHSDIAQRYRISKYPTLKLFRNGMMMKREYRGQRSVKALADYIRQQKSDPIQEIRDLAEITTLDRSKRNIIGYFEQKDSDNYRVFERVANILHDDCAFLSAFGDVSKPERYSGDNIIYKPPGHSAPDMVYLGAMTNFDVTYNWIQDKCVPLVREITFENGEELTEEGLPFLILFHMKEDTESLEIFQNEVARQLISEKGTINFLHAD.... Result: 1 (interaction). (2) The miRNA is hsa-miR-6719-3p with sequence UCUGACAUCAGUGAUUCUCCUG. The protein sequence of the target gene is MPKPINVRVTTMDAELEFAIQPNTTGKQLFDQVVKTIGLREVWYFGLQYVDNKGFPTWLKLDKKVSAQEVRKENPVQFKFRAKFYPEDVAEELIQDITQKLFFLQVKDGILSDEIYCPPETAVLLGSYAVQAKFGDYNKEMHKSGYLSSERLIPQRVMDQHKLSRDQWEDRIQVWHAEHRGMLKDSAMLEYLKIAQDLEMYGINYFEIKNKKGTDLWLGVDALGLNIYEKDDKLTPKIGFPWSEIRNISFNDKKFVIKPIDKKAPDFVFYAPRLRINKRILQLCMGNHELYMRRRKPDTI.... Result: 0 (no interaction).